This data is from TCR-epitope binding with 47,182 pairs between 192 epitopes and 23,139 TCRs. The task is: Binary Classification. Given a T-cell receptor sequence (or CDR3 region) and an epitope sequence, predict whether binding occurs between them. (1) The epitope is LLWNGPMAV. The TCR CDR3 sequence is CSASAADTDTQYF. Result: 1 (the TCR binds to the epitope). (2) The epitope is ATDALMTGY. The TCR CDR3 sequence is CASSLSGQLDTQYF. Result: 1 (the TCR binds to the epitope). (3) The epitope is HTDFSSEIIGY. The TCR CDR3 sequence is CASSLGQDGYTF. Result: 0 (the TCR does not bind to the epitope). (4) The epitope is YLNTLTLAV. The TCR CDR3 sequence is CASSPLGGFGEKLFF. Result: 1 (the TCR binds to the epitope). (5) The epitope is KLGGALQAK. The TCR CDR3 sequence is CATRTGGNQPQHF. Result: 1 (the TCR binds to the epitope).